This data is from Reaction yield outcomes from USPTO patents with 853,638 reactions. The task is: Predict the reaction yield, written as a fraction of the theoretical maximum amount of product (1.0 means a 100% yield; for example, 0.34 means a 34% yield). (1) The reactants are [O:1]=[C:2](N1[C@H](C2C=CC=CC=2)COC1=O)[C@@H:3]([NH:16][C:17](=[O:23])[O:18][C:19]([CH3:22])([CH3:21])[CH3:20])[C@H:4]([C:6]1[CH:11]=[CH:10][C:9]([C:12]([F:15])([F:14])[F:13])=[CH:8][CH:7]=1)[CH3:5].C(OCC)C.O.[BH4-].[Li+]. No catalyst specified. The product is [OH:1][CH2:2][C@@H:3]([NH:16][C:17](=[O:23])[O:18][C:19]([CH3:22])([CH3:21])[CH3:20])[C@H:4]([C:6]1[CH:7]=[CH:8][C:9]([C:12]([F:15])([F:14])[F:13])=[CH:10][CH:11]=1)[CH3:5]. The yield is 0.660. (2) The reactants are [CH3:1][C@H:2]1[CH2:7][NH:6][C@H:5]([CH3:8])[CH2:4][NH:3]1.CS(O)(=O)=O.C([O-])(=O)C.[K+].Cl[C:20]([O:22][CH2:23][CH3:24])=[O:21]. The catalyst is O.O1CCCC1.C(O)C. The product is [CH3:1][C@H:2]1[CH2:7][NH:6][C@H:5]([CH3:8])[CH2:4][N:3]1[C:20]([O:22][CH2:23][CH3:24])=[O:21]. The yield is 0.740. (3) The reactants are Br[C:2]1[S:3][C:4]([C:7]([O:9][CH3:10])=[O:8])=[CH:5][CH:6]=1.[F:11][C:12]1[CH:17]=[CH:16][C:15](B(O)O)=[CH:14][CH:13]=1.C(=O)([O-])[O-].[Na+].[Na+]. The catalyst is COCCOC.ClCCl.C1C=CC([P]([Pd]([P](C2C=CC=CC=2)(C2C=CC=CC=2)C2C=CC=CC=2)([P](C2C=CC=CC=2)(C2C=CC=CC=2)C2C=CC=CC=2)[P](C2C=CC=CC=2)(C2C=CC=CC=2)C2C=CC=CC=2)(C2C=CC=CC=2)C2C=CC=CC=2)=CC=1. The product is [CH3:10][O:9][C:7]([C:4]1[S:3][C:2]([C:15]2[CH:16]=[CH:17][C:12]([F:11])=[CH:13][CH:14]=2)=[CH:6][CH:5]=1)=[O:8]. The yield is 0.983.